This data is from Reaction yield outcomes from USPTO patents with 853,638 reactions. The task is: Predict the reaction yield, written as a fraction of the theoretical maximum amount of product (1.0 means a 100% yield; for example, 0.34 means a 34% yield). The reactants are [CH2:1]([Li])[CH2:2][CH2:3][CH3:4].[I:6][C:7]1[CH:12]=[CH:11][CH:10]=[CH:9][C:8]=1[CH2:13][CH2:14][CH2:15]C(=O)CC.[Cl-].[NH4+]. The catalyst is [Br-].C[P+](C1C=CC=CC=1)(C1C=CC=CC=1)C1C=CC=CC=1.CCOCC. The product is [CH2:2]([C:3](=[CH2:4])[CH2:15][CH2:14][CH2:13][C:8]1[CH:9]=[CH:10][CH:11]=[CH:12][C:7]=1[I:6])[CH3:1]. The yield is 0.600.